Dataset: Forward reaction prediction with 1.9M reactions from USPTO patents (1976-2016). Task: Predict the product of the given reaction. (1) Given the reactants [NH2:1][C:2]1[N:6]([CH:7]2[CH2:12][CH2:11][CH2:10][N:9]([C:13]#[N:14])[CH2:8]2)[N:5]=[C:4]([C:15]2[CH:20]=[CH:19][C:18](OC3C=CC(F)=CC=3)=[CH:17][C:16]=2Cl)[C:3]=1[C:30]([NH2:32])=[O:31].[Cl-].[F:34][C:35]1[CH:42]=[CH:41][C:38]([CH2:39][Zn+])=[CH:37][CH:36]=1, predict the reaction product. The product is: [NH2:1][C:2]1[N:6]([CH:7]2[CH2:12][CH2:11][CH2:10][N:9]([C:13]#[N:14])[CH2:8]2)[N:5]=[C:4]([C:15]2[CH:16]=[CH:17][CH:18]=[C:19]([CH2:39][C:38]3[CH:41]=[CH:42][C:35]([F:34])=[CH:36][CH:37]=3)[CH:20]=2)[C:3]=1[C:30]([NH2:32])=[O:31]. (2) Given the reactants [CH:1]1[C:10]2[C:5](=[CH:6][CH:7]=[CH:8][CH:9]=2)[CH:4]=[CH:3][C:2]=1[C:11]([OH:13])=O.[CH2:14]([O:16][C:17](=[O:36])[CH2:18][CH2:19][C:20]1[CH:25]=[CH:24][CH:23]=[C:22]([N:26]2[C:30]([NH2:31])=[CH:29][C:28]([C:32]([CH3:35])([CH3:34])[CH3:33])=[N:27]2)[CH:21]=1)[CH3:15], predict the reaction product. The product is: [CH2:14]([O:16][C:17](=[O:36])[CH2:18][CH2:19][C:20]1[CH:25]=[CH:24][CH:23]=[C:22]([N:26]2[C:30]([NH:31][C:11]([C:2]3[CH:3]=[CH:4][C:5]4[C:10](=[CH:9][CH:8]=[CH:7][CH:6]=4)[CH:1]=3)=[O:13])=[CH:29][C:28]([C:32]([CH3:35])([CH3:34])[CH3:33])=[N:27]2)[CH:21]=1)[CH3:15]. (3) Given the reactants F[C:2]1[CH:9]=[CH:8][C:5]([C:6]#[N:7])=[CH:4][CH:3]=1.[CH2:10]([O:13][C:14]1[CH:19]=[CH:18][C:17]([OH:20])=[CH:16][CH:15]=1)[CH2:11][CH3:12].C(=O)([O-])[O-].[Cs+].[Cs+].Cl, predict the reaction product. The product is: [CH2:10]([O:13][C:14]1[CH:19]=[CH:18][C:17]([O:20][C:2]2[CH:9]=[CH:8][C:5]([C:6]#[N:7])=[CH:4][CH:3]=2)=[CH:16][CH:15]=1)[CH2:11][CH3:12]. (4) Given the reactants NCC1C=NC=CC=1.[NH2:9][CH2:10][C:11]1[CH:16]=[N:15][C:14]([CH3:17])=[CH:13][N:12]=1.[F:18][C:19]1[CH:40]=[CH:39][C:22]([CH2:23][N:24]2[C:28](=[O:29])[N:27]([C:30]3[S:34][C:33]([C:35](O)=[O:36])=[C:32]([CH3:38])[CH:31]=3)[CH:26]=[N:25]2)=[CH:21][CH:20]=1, predict the reaction product. The product is: [F:18][C:19]1[CH:40]=[CH:39][C:22]([CH2:23][N:24]2[C:28](=[O:29])[N:27]([C:30]3[S:34][C:33]([C:35]([NH:9][CH2:10][C:11]4[CH:16]=[N:15][C:14]([CH3:17])=[CH:13][N:12]=4)=[O:36])=[C:32]([CH3:38])[CH:31]=3)[CH:26]=[N:25]2)=[CH:21][CH:20]=1. (5) Given the reactants [OH-].[Na+].[CH2:3]([C:5]1[CH:12]=[CH:11][C:8]([CH:9]=O)=[CH:7][CH:6]=1)[CH3:4].[N+:13]([CH3:16])([O-:15])=[O:14], predict the reaction product. The product is: [CH2:3]([C:5]1[CH:12]=[CH:11][C:8](/[CH:9]=[CH:16]/[N+:13]([O-:15])=[O:14])=[CH:7][CH:6]=1)[CH3:4]. (6) Given the reactants Cl[C:2]1[C:3]2[N:4]([CH:12]=[N:13][N:14]=2)[C:5]2[N:11]=[CH:10][CH:9]=[CH:8][C:6]=2[N:7]=1.[CH3:15][N:16]1[CH2:21][CH2:20][NH:19][CH2:18][CH2:17]1.[NH4+].[Cl-], predict the reaction product. The product is: [CH3:15][N:16]1[CH2:21][CH2:20][N:19]([C:2]2[C:3]3[N:4]([CH:12]=[N:13][N:14]=3)[C:5]3[N:11]=[CH:10][CH:9]=[CH:8][C:6]=3[N:7]=2)[CH2:18][CH2:17]1.